From a dataset of Reaction yield outcomes from USPTO patents with 853,638 reactions. Predict the reaction yield, written as a fraction of the theoretical maximum amount of product (1.0 means a 100% yield; for example, 0.34 means a 34% yield). (1) The reactants are C[Si]([N-][Si](C)(C)C)(C)C.[Li+].P(=O)([O-])O[C:13](CC)(CC)[C:14]#[N:15].[CH2:22]([O:24][C:25]1[CH:26]=[C:27]([C:33]([C:35]2[CH:40]=[CH:39][C:38]([O:41][CH3:42])=[C:37]([N+:43]([O-:45])=[O:44])[CH:36]=2)=O)[CH:28]=[CH:29][C:30]=1[O:31][CH3:32])[CH3:23]. The catalyst is C1COCC1. The product is [CH2:22]([O:24][C:25]1[CH:26]=[C:27]([C:33]([C:35]2[CH:40]=[CH:39][C:38]([O:41][CH3:42])=[C:37]([N+:43]([O-:45])=[O:44])[CH:36]=2)=[CH:13][C:14]#[N:15])[CH:28]=[CH:29][C:30]=1[O:31][CH3:32])[CH3:23]. The yield is 0.890. (2) The product is [F:42][C:43]([F:58])([F:59])[O:44][C:45]1[CH:46]=[CH:47][C:48]([O:51][C:52](=[O:53])[N:16]([CH2:14][CH3:15])[CH:8]2[CH2:7][CH2:6][C:5]3[C:10](=[CH:11][CH:12]=[C:3]([O:2][CH3:1])[CH:4]=3)[CH2:9]2)=[CH:49][CH:50]=1. The reactants are [CH3:1][O:2][C:3]1[CH:4]=[C:5]2[C:10](=[CH:11][CH:12]=1)[CH2:9][C:8](=O)[CH2:7][CH2:6]2.[CH2:14]([NH2:16])[CH3:15].C1COCC1.C(O)(=O)C.C(O[BH-](OC(=O)C)OC(=O)C)(=O)C.[Na+].[OH-].[Na+].[F:42][C:43]([F:59])([F:58])[O:44][C:45]1[CH:50]=[CH:49][C:48]([O:51][C:52](=O)[O:53]C(Cl)C)=[CH:47][CH:46]=1. The catalyst is C(Cl)Cl.C1(C)C=CC=CC=1.CCOCC. The yield is 0.480. (3) The reactants are C(O[B:5]1[O:9][C:8]([CH3:11])([CH3:10])[C:7]([CH3:13])([CH3:12])[O:6]1)(C)C.C([Li])CCC.[F:19][C:20]1[CH:21]=[C:22]([CH:31]=[C:32]([F:34])[CH:33]=1)[CH2:23][O:24][CH:25]1[CH2:30][CH2:29][O:28][CH2:27][CH2:26]1. No catalyst specified. The product is [F:34][C:32]1[CH:31]=[C:22]([CH2:23][O:24][CH:25]2[CH2:30][CH2:29][O:28][CH2:27][CH2:26]2)[CH:21]=[C:20]([F:19])[C:33]=1[B:5]1[O:6][C:7]([CH3:12])([CH3:13])[C:8]([CH3:10])([CH3:11])[O:9]1. The yield is 0.970. (4) The reactants are [F:1][CH:2]([F:31])[C:3]1[CH:12]=[C:11]2[C:6]([CH2:7][CH2:8][CH2:9][N:10]2[C:13]2[C:17]3[CH2:18][N:19]([C:22](=[O:24])[CH3:23])[CH2:20][CH2:21][C:16]=3[NH:15][N:14]=2)=[CH:5][C:4]=1[C:25]1[CH:26]=[N:27][N:28]([CH3:30])[CH:29]=1.[F:32][C:33]([F:45])([F:44])[O:34][C:35]1[CH:40]=[CH:39][C:38](B(O)O)=[CH:37][CH:36]=1. The catalyst is CO.C([O-])(=O)C.[Cu+2].C([O-])(=O)C. The product is [F:31][CH:2]([F:1])[C:3]1[CH:12]=[C:11]2[C:6]([CH2:7][CH2:8][CH2:9][N:10]2[C:13]2[C:17]3[CH2:18][N:19]([C:22](=[O:24])[CH3:23])[CH2:20][CH2:21][C:16]=3[N:15]([C:38]3[CH:37]=[CH:36][C:35]([O:34][C:33]([F:32])([F:44])[F:45])=[CH:40][CH:39]=3)[N:14]=2)=[CH:5][C:4]=1[C:25]1[CH:26]=[N:27][N:28]([CH3:30])[CH:29]=1. The yield is 0.180. (5) No catalyst specified. The yield is 0.990. The product is [N+:1]([C:4]1[CH:5]=[N:6][CH:7]=[CH:8][C:9]=1[N:10]1[CH2:15][CH2:14][N:13]([C:25](=[O:26])[CH2:24][NH:23][C:16](=[O:17])[O:18][C:19]([CH3:20])([CH3:21])[CH3:22])[CH2:12][CH2:11]1)([O-:3])=[O:2]. The reactants are [N+:1]([C:4]1[CH:5]=[N:6][CH:7]=[CH:8][C:9]=1[N:10]1[CH2:15][CH2:14][NH:13][CH2:12][CH2:11]1)([O-:3])=[O:2].[C:16]([NH:23][CH2:24][C:25](O)=[O:26])([O:18][C:19]([CH3:22])([CH3:21])[CH3:20])=[O:17]. (6) The reactants are [NH2:1][C:2]1[C:15]2[C:6](=[CH:7][C:8]3[C:9]4[C:14]=2[C:13](=[O:16])[N:12]([CH2:17][CH2:18][N:19]([CH3:21])[CH3:20])[C:11](=[O:22])[C:10]=4[CH:23]=[CH:24][CH:25]=3)[CH:5]=[CH:4][CH:3]=1.[CH2:26]1[O:34][C:33]2[CH:32]=[CH:31][C:30]([N:35]=[C:36]=[O:37])=[CH:29][C:28]=2[O:27]1.C(Cl)Cl.CO. The catalyst is C(#N)C. The product is [O:34]1[C:33]2[CH:32]=[CH:31][C:30]([NH:35][C:36]([NH:1][C:2]3[C:15]4[C:6](=[CH:7][C:8]5[C:9]6[C:14]=4[C:13](=[O:16])[N:12]([CH2:17][CH2:18][N:19]([CH3:20])[CH3:21])[C:11](=[O:22])[C:10]=6[CH:23]=[CH:24][CH:25]=5)[CH:5]=[CH:4][CH:3]=3)=[O:37])=[CH:29][C:28]=2[O:27][CH2:26]1. The yield is 0.840.